Dataset: TCR-epitope binding with 47,182 pairs between 192 epitopes and 23,139 TCRs. Task: Binary Classification. Given a T-cell receptor sequence (or CDR3 region) and an epitope sequence, predict whether binding occurs between them. (1) The epitope is ISPRTLNAW. The TCR CDR3 sequence is CATSRANRDGYTF. Result: 0 (the TCR does not bind to the epitope). (2) The epitope is IVDTVSALV. The TCR CDR3 sequence is CASSLAQGYEQYF. Result: 0 (the TCR does not bind to the epitope). (3) The epitope is ISPRTLNAW. The TCR CDR3 sequence is CASSSGQGGTGELFF. Result: 0 (the TCR does not bind to the epitope). (4) The TCR CDR3 sequence is CASRPSGPQETQYF. The epitope is GILGFVFTL. Result: 1 (the TCR binds to the epitope). (5) The epitope is SEISMDNSPNL. The TCR CDR3 sequence is CASSYVGPNTEAFF. Result: 1 (the TCR binds to the epitope).